This data is from Full USPTO retrosynthesis dataset with 1.9M reactions from patents (1976-2016). The task is: Predict the reactants needed to synthesize the given product. (1) Given the product [F:1][C:2]1[CH:11]=[CH:10][C:9]([NH:12][S:22]([C:17]2[CH:18]=[CH:19][CH:20]=[CH:21][C:16]=2[N+:13]([O-:15])=[O:14])(=[O:23])=[O:24])=[C:8]2[C:3]=1[CH:4]=[CH:5][CH:6]=[N:7]2, predict the reactants needed to synthesize it. The reactants are: [F:1][C:2]1[CH:11]=[CH:10][C:9]([NH2:12])=[C:8]2[C:3]=1[CH:4]=[CH:5][CH:6]=[N:7]2.[N+:13]([C:16]1[CH:21]=[CH:20][CH:19]=[CH:18][C:17]=1[S:22](Cl)(=[O:24])=[O:23])([O-:15])=[O:14].N1C=CC=CC=1. (2) Given the product [NH2:18][C:17]1[N:16]=[C:15]([S:26][CH3:27])[NH:14][C:13](=[O:28])[C:12]=1[OH:11], predict the reactants needed to synthesize it. The reactants are: NC1N=C(C)NC(=O)C=1O.[OH:11][C:12]1[C:13](=[O:28])[NH:14][C:15]([S:26][CH3:27])=[N:16][C:17]=1[N:18]=NC1C=CC=CC=1. (3) Given the product [NH2:1][C:2]1[C:3]([C:7]2[N:8]([CH2:27][CH3:28])[C:9]3[CH:14]=[C:13]([CH2:15][C:16]4[CH:17]=[C:18]([CH:23]=[CH:24][CH:25]=4)[C:19]([OH:21])=[O:20])[N:12]=[CH:11][C:10]=3[N:26]=2)=[N:4][O:5][N:6]=1, predict the reactants needed to synthesize it. The reactants are: [NH2:1][C:2]1[C:3]([C:7]2[N:8]([CH2:27][CH3:28])[C:9]3[CH:14]=[C:13]([CH2:15][C:16]4[CH:17]=[C:18]([CH:23]=[CH:24][CH:25]=4)[C:19]([O:21]C)=[O:20])[N:12]=[CH:11][C:10]=3[N:26]=2)=[N:4][O:5][N:6]=1.[Li+].[OH-]. (4) Given the product [C:28]([O:21][C:5]1[CH:4]=[CH:3][C:2]([Cl:1])=[CH:20][C:6]=1[C:7](=[O:8])[NH:9][C:10]1[CH:15]=[CH:14][C:13]([N+:16]([O-:18])=[O:17])=[CH:12][C:11]=1[Cl:19])(=[O:30])[CH3:29], predict the reactants needed to synthesize it. The reactants are: [Cl:1][C:2]1[CH:3]=[CH:4][C:5]([OH:21])=[C:6]([CH:20]=1)[C:7]([NH:9][C:10]1[CH:15]=[CH:14][C:13]([N+:16]([O-:18])=[O:17])=[CH:12][C:11]=1[Cl:19])=[O:8].N1C=CC=CC=1.[C:28](Cl)(=[O:30])[CH3:29].ClCCl. (5) Given the product [Cl:1][C:2]1[CH:8]=[C:7]([O:9][CH2:10][C:11]2[C:12]([C:19]3[C:24]([Cl:25])=[CH:23][CH:22]=[CH:21][C:20]=3[Cl:26])=[N:13][O:14][C:15]=2[CH:16]([CH3:18])[CH3:17])[CH:6]=[CH:5][C:3]=1[NH:4][C:32]([C:31]1[CH:35]=[CH:36][C:28]([C:27]([O:38][CH3:39])=[O:37])=[CH:29][CH:30]=1)=[O:33], predict the reactants needed to synthesize it. The reactants are: [Cl:1][C:2]1[CH:8]=[C:7]([O:9][CH2:10][C:11]2[C:12]([C:19]3[C:24]([Cl:25])=[CH:23][CH:22]=[CH:21][C:20]=3[Cl:26])=[N:13][O:14][C:15]=2[CH:16]([CH3:18])[CH3:17])[CH:6]=[CH:5][C:3]=1[NH2:4].[C:27]([O:38][CH3:39])(=[O:37])[C:28]1[CH:36]=[CH:35][C:31]([C:32]([O-])=[O:33])=[CH:30][CH:29]=1.ON1C2C=CC=CC=2N=N1.Cl.CN(C)CCCN=C=NCC. (6) Given the product [Br:1][C:2]1[CH:7]=[C:6]([CH3:8])[C:5]([I:9])=[CH:4][C:3]=1[CH2:11][N:12]1[C:16](=[O:17])[C:15]2[C:14](=[CH:21][CH:20]=[CH:19][CH:18]=2)[C:13]1=[O:22], predict the reactants needed to synthesize it. The reactants are: [Br:1][C:2]1[CH:3]=[CH:4][C:5]([I:9])=[C:6]([CH3:8])[CH:7]=1.O[CH2:11][N:12]1[C:16](=[O:17])[C:15]2=[CH:18][CH:19]=[CH:20][CH:21]=[C:14]2[C:13]1=[O:22].S(=O)(=O)(O)O.O. (7) Given the product [CH2:1]=[CH:2][CH:3]=[CH2:4].[CH2:5]=[CH:6][C:7](=[CH2:8])[CH3:9].[CH2:10]=[CH:11][C:12]1[CH:17]=[CH:16][CH:15]=[CH:14][CH:13]=1, predict the reactants needed to synthesize it. The reactants are: [CH2:1]=[CH:2][CH:3]=[CH2:4].[CH2:5]=[CH:6][C:7](=[CH2:9])[CH3:8].[CH2:10]=[CH:11][C:12]1[CH:17]=[CH:16][CH:15]=[CH:14][CH:13]=1.CN(C)CCN(C)C.C([Li])CCC.CC(C1C(O)=C(C(C)(C)C)C=C(CCC(OCC(COC(CCC2C=C(C(C)(C)C)C(O)=C(C(C)(C)C)C=2)=O)(COC(CCC2C=C(C(C)(C)C)C(O)=C(C(C)(C)C)C=2)=O)COC(CCC2C=C(C(C)(C)C)C(O)=C(C(C)(C)C)C=2)=O)=O)C=1)(C)C. (8) Given the product [F:21][C:22]1[CH:27]=[C:26]([C:2]2[C:11]([N:12]([CH:14]([CH3:16])[CH3:15])[CH3:13])=[N:10][C:9]3[C:4](=[CH:5][CH:6]=[C:7]([C:17]([O:19][CH3:20])=[O:18])[CH:8]=3)[N:3]=2)[CH:25]=[CH:24][N:23]=1, predict the reactants needed to synthesize it. The reactants are: Cl[C:2]1[C:11]([N:12]([CH:14]([CH3:16])[CH3:15])[CH3:13])=[N:10][C:9]2[C:4](=[CH:5][CH:6]=[C:7]([C:17]([O:19][CH3:20])=[O:18])[CH:8]=2)[N:3]=1.[F:21][C:22]1[CH:27]=[C:26](B(O)O)[CH:25]=[CH:24][N:23]=1.[O-]P([O-])([O-])=O.[K+].[K+].[K+]. (9) Given the product [Br:1][C:2]1[CH:7]=[CH:6][C:5]([C:8]2[N:9]=[C:10]([N:13]3[CH2:18][CH2:17][CH:16]([NH2:19])[CH2:15][CH2:14]3)[S:11][CH:12]=2)=[CH:4][CH:3]=1, predict the reactants needed to synthesize it. The reactants are: [Br:1][C:2]1[CH:7]=[CH:6][C:5]([C:8]2[N:9]=[C:10]([N:13]3[CH2:18][CH2:17][CH:16]([NH:19]C(=O)OC(C)(C)C)[CH2:15][CH2:14]3)[S:11][CH:12]=2)=[CH:4][CH:3]=1.C(O)(C(F)(F)F)=O. (10) Given the product [Br:1][CH2:2][C@@H:3]([C:5]1[CH:6]=[N:7][CH:8]=[CH:9][CH:10]=1)[Si:16]([C:19]([CH3:22])([CH3:21])[CH3:20])([CH3:18])[CH3:17], predict the reactants needed to synthesize it. The reactants are: [Br:1][CH2:2][C@@H:3]([C:5]1[CH:6]=[N:7][CH:8]=[CH:9][CH:10]=1)O.N1C=CN=C1.[Si:16](Cl)([C:19]([CH3:22])([CH3:21])[CH3:20])([CH3:18])[CH3:17].O.